Dataset: Catalyst prediction with 721,799 reactions and 888 catalyst types from USPTO. Task: Predict which catalyst facilitates the given reaction. (1) Reactant: [CH2:1]([O:3]C(Cl)=O)C.[Cl:7][C:8]1[CH:28]=[C:27]([O:29][CH2:30][CH:31]=[C:32]([Cl:34])[Cl:33])[CH:26]=[C:25]([Cl:35])[C:9]=1[O:10][CH2:11][CH2:12][CH2:13][O:14][C:15]1[CH:24]=[CH:23][C:18]([C:19]([NH:21][OH:22])=[NH:20])=[CH:17][CH:16]=1.C(=O)([O-])[O-].[K+].[K+]. Product: [Cl:7][C:8]1[CH:28]=[C:27]([O:29][CH2:30][CH:31]=[C:32]([Cl:34])[Cl:33])[CH:26]=[C:25]([Cl:35])[C:9]=1[O:10][CH2:11][CH2:12][CH2:13][O:14][C:15]1[CH:16]=[CH:17][C:18]([C:19]2[NH:20][C:1](=[O:3])[O:22][N:21]=2)=[CH:23][CH:24]=1. The catalyst class is: 21. (2) The catalyst class is: 5. Product: [O:10]([C:7]1[CH:8]=[CH:9][C:4]([CH:2]([NH2:23])[CH3:1])=[CH:5][CH:6]=1)[C:11]1[CH:16]=[CH:15][CH:14]=[CH:13][CH:12]=1. Reactant: [CH3:1][C:2]([C:4]1[CH:9]=[CH:8][C:7]([O:10][C:11]2[CH:16]=[CH:15][CH:14]=[CH:13][CH:12]=2)=[CH:6][CH:5]=1)=O.C([O-])(=O)C.[NH4+].C([BH3-])#[N:23].[Na+].Cl. (3) Reactant: Br[C:2]1[CH:3]=[C:4]2[C:10]([C:11]3[CH:12]=[N:13][N:14]([CH2:16][C:17]4[CH:22]=[C:21]([F:23])[CH:20]=[C:19]([F:24])[CH:18]=4)[CH:15]=3)=[CH:9][N:8]([S:25]([C:28]3[CH:34]=[CH:33][C:31]([CH3:32])=[CH:30][CH:29]=3)(=[O:27])=[O:26])[C:5]2=[N:6][CH:7]=1.[CH3:35][O:36][C:37]1[CH:42]=[CH:41][C:40](B2OC(C)(C)C(C)(C)O2)=[CH:39][C:38]=1CS(N)(=O)=O.C(=O)([O-])[O-].[Na+].[Na+]. Product: [F:24][C:19]1[CH:18]=[C:17]([CH:22]=[C:21]([F:23])[CH:20]=1)[CH2:16][N:14]1[CH:15]=[C:11]([C:10]2[C:4]3[C:5](=[N:6][CH:7]=[C:2]([C:40]4[CH:41]=[CH:42][C:37]([O:36][CH3:35])=[C:38]([NH:8][S:25]([CH3:28])(=[O:27])=[O:26])[CH:39]=4)[CH:3]=3)[N:8]([S:25]([C:28]3[CH:34]=[CH:33][C:31]([CH3:32])=[CH:30][CH:29]=3)(=[O:26])=[O:27])[CH:9]=2)[CH:12]=[N:13]1. The catalyst class is: 600. (4) Reactant: [N+:1]([C:4]1[CH:5]=[N:6][CH:7]=[CH:8][C:9]=1[N:10]1[CH2:15][CH2:14][C@@H:13]2[O:16][C:17](=[O:26])[N:18]([C:19]([O:21][C:22]([CH3:25])([CH3:24])[CH3:23])=[O:20])[C@@H:12]2[CH2:11]1)([O-])=O. The catalyst class is: 579. Product: [NH2:1][C:4]1[CH:5]=[N:6][CH:7]=[CH:8][C:9]=1[N:10]1[CH2:15][CH2:14][C@@H:13]2[O:16][C:17](=[O:26])[N:18]([C:19]([O:21][C:22]([CH3:24])([CH3:23])[CH3:25])=[O:20])[C@@H:12]2[CH2:11]1. (5) Reactant: [Cl:1][C:2]1[CH:3]=[C:4]([C:9]2[N:18]([CH2:19][C:20]([NH:22][CH:23]([CH3:25])[CH3:24])=[O:21])[C:17](=[O:26])[C:16]3[C:11](=[CH:12][CH:13]=[C:14]([O:27][CH2:28][CH2:29][CH2:30]Cl)[CH:15]=3)[N:10]=2)[CH:5]=[CH:6][C:7]=1[F:8].C([O-])([O-])=O.[K+].[K+].[NH:38]1[CH2:43][CH2:42][CH2:41][CH2:40][CH2:39]1.[I-].[Na+]. Product: [Cl:1][C:2]1[CH:3]=[C:4]([C:9]2[N:18]([CH2:19][C:20]([NH:22][CH:23]([CH3:24])[CH3:25])=[O:21])[C:17](=[O:26])[C:16]3[C:11](=[CH:12][CH:13]=[C:14]([O:27][CH2:28][CH2:29][CH2:30][N:38]4[CH2:43][CH2:42][CH2:41][CH2:40][CH2:39]4)[CH:15]=3)[N:10]=2)[CH:5]=[CH:6][C:7]=1[F:8]. The catalyst class is: 10. (6) Reactant: [CH2:1]([O:4][CH2:5][C:6]([OH:8])=[O:7])[CH:2]=[CH2:3].Br[CH2:10][C:11]#[N:12].C(N(CC)CC)C. Product: [CH2:1]([O:4][CH2:5][C:6]([O:8][CH2:10][C:11]#[N:12])=[O:7])[CH:2]=[CH2:3]. The catalyst class is: 4. (7) Reactant: [C:1]1([CH:7]([N:9]2[CH2:14][CH2:13][C:12](=O)[CH2:11][CH2:10]2)[CH3:8])[CH:6]=[CH:5][CH:4]=[CH:3][CH:2]=1.[Cl-].[NH4+:17].[NH3:18].[C-:19]#N.[Na+]. Product: [NH2:17][C:12]1([C:19]#[N:18])[CH2:13][CH2:14][N:9]([CH:7]([C:1]2[CH:6]=[CH:5][CH:4]=[CH:3][CH:2]=2)[CH3:8])[CH2:10][CH2:11]1. The catalyst class is: 6. (8) Reactant: [Br:1][C:2]1[N:7]=[C:6]([NH:8][C:9]2[CH:14]=[CH:13][N:12]=[CH:11][N:10]=2)[CH:5]=[CH:4][CH:3]=1.[H-].[Na+].Cl.Cl[CH2:19][CH2:20][N:21]1[CH2:26][CH2:25][O:24][CH2:23][CH2:22]1.ClCCl.N1C=CC=CC=1. Product: [Br:1][C:2]1[N:7]=[C:6]([N:8]([CH2:19][CH2:20][N:21]2[CH2:26][CH2:25][O:24][CH2:23][CH2:22]2)[C:9]2[CH:14]=[CH:13][N:12]=[CH:11][N:10]=2)[CH:5]=[CH:4][CH:3]=1. The catalyst class is: 3.